Dataset: Forward reaction prediction with 1.9M reactions from USPTO patents (1976-2016). Task: Predict the product of the given reaction. (1) Given the reactants [N+:1]([O-:4])([O-])=[O:2].[K+].[CH3:6][C:7]1([CH3:18])[CH2:13][CH2:12][CH2:11][NH:10][C:9]2[CH:14]=[CH:15][CH:16]=[CH:17][C:8]1=2.C([O-])(O)=O.[Na+], predict the reaction product. The product is: [CH3:6][C:7]1([CH3:18])[CH2:13][CH2:12][CH2:11][NH:10][C:9]2[CH:14]=[C:15]([N+:1]([O-:4])=[O:2])[CH:16]=[CH:17][C:8]1=2. (2) Given the reactants BrC1C=C(S(NC2C(O)=CC(Cl)=CN=2)(=O)=O)C=NC=1.[Br:20][C:21]1[CH:22]=[C:23]([O:41]C)[C:24]([NH:27][S:28]([C:31]2[CH:32]=[N:33][C:34]([C:37]([F:40])([F:39])[F:38])=[CH:35][CH:36]=2)(=[O:30])=[O:29])=[N:25][CH:26]=1.BrC1C=C(S(NC2C(OC)=CC(Cl)=CN=2)(=O)=O)C=NC=1, predict the reaction product. The product is: [Br:20][C:21]1[CH:22]=[C:23]([OH:41])[C:24]([NH:27][S:28]([C:31]2[CH:32]=[N:33][C:34]([C:37]([F:39])([F:40])[F:38])=[CH:35][CH:36]=2)(=[O:29])=[O:30])=[N:25][CH:26]=1. (3) Given the reactants [C:1]([O:5][C:6]([N:8]1[CH2:12][CH2:11][CH:10]([C:13]([OH:15])=O)[CH2:9]1)=[O:7])([CH3:4])([CH3:3])[CH3:2].Cl.[CH3:17][NH:18][O:19][CH3:20].CCN(C(C)C)C(C)C.CCN=C=NCCCN(C)C.Cl, predict the reaction product. The product is: [CH3:20][O:19][N:18]([CH3:17])[C:13]([CH:10]1[CH2:11][CH2:12][N:8]([C:6]([O:5][C:1]([CH3:2])([CH3:3])[CH3:4])=[O:7])[CH2:9]1)=[O:15]. (4) Given the reactants [CH2:1]([O:3][C:4]1[CH:9]=[CH:8][C:7]([N+:10]([O-])=O)=[C:6]([F:13])[CH:5]=1)[CH3:2].O.NN, predict the reaction product. The product is: [CH2:1]([O:3][C:4]1[CH:9]=[CH:8][C:7]([NH2:10])=[C:6]([F:13])[CH:5]=1)[CH3:2]. (5) Given the reactants [Br:1][C:2]1[CH:3]=[C:4]([CH:9]2[C:14]([C:15]([O:17]C)=O)=[C:13]([CH2:19]Br)[NH:12][C:11]3[CH2:21][O:22][CH2:23][C:24](=[O:25])[C:10]2=3)[CH:5]=[CH:6][C:7]=1[F:8].[CH3:26][NH2:27].CO, predict the reaction product. The product is: [Br:1][C:2]1[CH:3]=[C:4]([CH:9]2[C:14]3[C:15](=[O:17])[N:27]([CH3:26])[CH2:19][C:13]=3[NH:12][C:11]3[CH2:21][O:22][CH2:23][C:24](=[O:25])[C:10]2=3)[CH:5]=[CH:6][C:7]=1[F:8]. (6) Given the reactants [CH3:1][C:2]1[CH:7]=[C:6]([CH3:8])[CH:5]=[C:4]([NH2:9])[C:3]=1[NH2:10].S(S([O-])=O)([O-])(=O)=O.[Na+].[Na+].[CH3:20][C:21]1[C:26]([CH:27]=O)=[CH:25][N:24]=[C:23]([NH:29][CH2:30][CH2:31][CH2:32][CH:33]2[CH2:38][CH2:37][N:36]([CH3:39])[CH2:35][CH2:34]2)[N:22]=1.C(N(CC)CC)C, predict the reaction product. The product is: [CH3:1][C:2]1[C:3]2[N:10]=[C:27]([C:26]3[C:21]([CH3:20])=[N:22][C:23]([NH:29][CH2:30][CH2:31][CH2:32][CH:33]4[CH2:34][CH2:35][N:36]([CH3:39])[CH2:37][CH2:38]4)=[N:24][CH:25]=3)[NH:9][C:4]=2[CH:5]=[C:6]([CH3:8])[CH:7]=1.